This data is from Forward reaction prediction with 1.9M reactions from USPTO patents (1976-2016). The task is: Predict the product of the given reaction. (1) Given the reactants [OH:1][C:2]1[CH:10]=[CH:9][C:8]2[NH:7][C:6]3[CH:11]([CH2:14][C:15]([O:17]CC)=[O:16])[CH2:12][CH2:13][C:5]=3[C:4]=2[CH:3]=1.C(=O)([O-])[O-].[Cs+].[Cs+].Cl[CH2:27][C:28]1[CH:29]=[CH:30][C:31]([O:36][C:37]([F:40])([F:39])[F:38])=[C:32]([CH:35]=1)[C:33]#[N:34], predict the reaction product. The product is: [C:33]([C:32]1[CH:35]=[C:28]([CH:29]=[CH:30][C:31]=1[O:36][C:37]([F:38])([F:40])[F:39])[CH2:27][O:1][C:2]1[CH:10]=[CH:9][C:8]2[NH:7][C:6]3[CH:11]([CH2:14][C:15]([OH:17])=[O:16])[CH2:12][CH2:13][C:5]=3[C:4]=2[CH:3]=1)#[N:34]. (2) Given the reactants N1C=CC=CC=1[CH:7]1[CH2:12][NH:11][CH2:10][CH2:9][NH:8]1.C(=O)([O-])[O-].[K+].[K+].Br[CH2:20][CH2:21][CH2:22][N:23]1[CH:27]=[C:26]([CH2:28][CH2:29][OH:30])[N:25]=[N:24]1.O1[CH2:36][CH2:35]OCC1, predict the reaction product. The product is: [N:23]1[CH:36]=[CH:35][CH:20]=[CH:21][C:22]=1[N:8]1[CH2:7][CH2:12][N:11]([CH2:20][CH2:21][CH2:22][N:23]2[CH:27]=[C:26]([CH2:28][CH2:29][OH:30])[N:25]=[N:24]2)[CH2:10][CH2:9]1. (3) Given the reactants [CH3:1][C:2]1[CH:7]=[C:6]([C:8](O)=[O:9])[CH:5]=[CH:4][C:3]=1[C:11]1[CH:16]=[CH:15][CH:14]=[CH:13][C:12]=1[CH3:17].C(Cl)(=O)C([Cl:21])=O.CN(C=O)C, predict the reaction product. The product is: [CH3:1][C:2]1[CH:7]=[C:6]([C:8]([Cl:21])=[O:9])[CH:5]=[CH:4][C:3]=1[C:11]1[CH:16]=[CH:15][CH:14]=[CH:13][C:12]=1[CH3:17]. (4) Given the reactants C([O:3][C:4](=[O:19])[CH:5]([C:8]1[C:13]([F:14])=[CH:12][C:11]([O:15][CH2:16][CH3:17])=[CH:10][C:9]=1[F:18])[O:6][CH3:7])C.[Li+].[OH-].Cl, predict the reaction product. The product is: [CH2:16]([O:15][C:11]1[CH:10]=[C:9]([F:18])[C:8]([CH:5]([O:6][CH3:7])[C:4]([OH:19])=[O:3])=[C:13]([F:14])[CH:12]=1)[CH3:17]. (5) Given the reactants [CH3:1][N:2]1[CH2:7][CH2:6][C:5](=O)[CH2:4][CH2:3]1.[C:9]([NH:16][NH2:17])([O:11][C:12]([CH3:15])([CH3:14])[CH3:13])=[O:10], predict the reaction product. The product is: [CH3:1][N:2]1[CH2:7][CH2:6][C:5](=[N:17][NH:16][C:9]([O:11][C:12]([CH3:15])([CH3:14])[CH3:13])=[O:10])[CH2:4][CH2:3]1. (6) Given the reactants [NH2:1][C:2]1[CH:17]=[C:16]([F:18])[CH:15]=[CH:14][C:3]=1[C:4]([NH:6][C:7]1[CH:12]=[CH:11][CH:10]=[CH:9][C:8]=1[Cl:13])=[O:5].[Cl:19][CH2:20][C:21](Cl)=O, predict the reaction product. The product is: [Cl:19][CH2:20][C:21]1[N:6]([C:7]2[CH:12]=[CH:11][CH:10]=[CH:9][C:8]=2[Cl:13])[C:4](=[O:5])[C:3]2[C:2](=[CH:17][C:16]([F:18])=[CH:15][CH:14]=2)[N:1]=1. (7) Given the reactants [NH2:1][C:2]1[CH:7]=[CH:6][C:5]([CH:8]2[CH2:13][N:12]([CH3:14])[C:11](=[N:15][C:16]#[N:17])[N:10]([CH3:18])[CH2:9]2)=[CH:4][C:3]=1[C:19]1[CH2:24][CH2:23][C:22]([CH3:26])([CH3:25])[CH2:21][CH:20]=1.[C:27]([C:29]1[N:30]=[C:31]([C:42](O)=[O:43])[N:32]([CH2:34][O:35][CH2:36][CH2:37][Si:38]([CH3:41])([CH3:40])[CH3:39])[CH:33]=1)#[N:28].C1(C2C=C(C3CC(=O)NC(=O)C3)C=CC=2NC(C2NC=C(C#N)N=2)=O)CCCCC=1, predict the reaction product. The product is: [C:16]([N:15]=[C:11]1[N:12]([CH3:14])[CH2:13][CH:8]([C:5]2[CH:6]=[CH:7][C:2]([NH:1][C:42]([C:31]3[N:32]([CH2:34][O:35][CH2:36][CH2:37][Si:38]([CH3:41])([CH3:40])[CH3:39])[CH:33]=[C:29]([C:27]#[N:28])[N:30]=3)=[O:43])=[C:3]([C:19]3[CH2:24][CH2:23][C:22]([CH3:26])([CH3:25])[CH2:21][CH:20]=3)[CH:4]=2)[CH2:9][N:10]1[CH3:18])#[N:17]. (8) Given the reactants [CH3:1][O:2][C:3]1[CH:8]=[CH:7][CH:6]=[CH:5][C:4]=1[N:9]=[C:10](Cl)[C:11]([F:14])([F:13])[F:12].[N-:16]=[N+:17]=[N-:18].[Na+].Cl.C(N(CC)CC)C, predict the reaction product. The product is: [CH3:1][O:2][C:3]1[CH:8]=[CH:7][CH:6]=[CH:5][C:4]=1[N:9]1[C:10]([C:11]([F:14])([F:13])[F:12])=[N:18][N:17]=[N:16]1. (9) Given the reactants Br[C:2]1[CH:3]=[CH:4][CH:5]=[C:6]2[C:10]=1[NH:9][CH:8]=[CH:7]2.[C:11]1(B(O)O)[CH:16]=[CH:15][CH:14]=[CH:13][CH:12]=1.C(=O)([O-])[O-].[K+].[K+].ClCCl, predict the reaction product. The product is: [C:11]1([C:2]2[CH:3]=[CH:4][CH:5]=[C:6]3[C:10]=2[NH:9][CH:8]=[CH:7]3)[CH:16]=[CH:15][CH:14]=[CH:13][CH:12]=1.